Dataset: Human intestinal absorption (HIA) binary classification data from Hou et al.. Task: Regression/Classification. Given a drug SMILES string, predict its absorption, distribution, metabolism, or excretion properties. Task type varies by dataset: regression for continuous measurements (e.g., permeability, clearance, half-life) or binary classification for categorical outcomes (e.g., BBB penetration, CYP inhibition). Dataset: hia_hou. (1) The drug is CN(Cc1cc(Br)cc(Br)c1N)C1CCCCC1. The result is 1 (good absorption). (2) The molecule is CCN(CC)CCCCN(C)c1ccnc2cc(Cl)ccc12. The result is 1 (good absorption). (3) The compound is CCOc1ccccc1OC[C@H]1COCCN1. The result is 1 (good absorption). (4) The drug is COCCCC/C(=N\OCCN)c1ccc(C(F)(F)F)cc1. The result is 1 (good absorption). (5) The molecule is CC(C)(C)NC[C@H](O)COc1cccc2c1CCC(=O)N2. The result is 1 (good absorption).